Task: Predict the product of the given reaction.. Dataset: Forward reaction prediction with 1.9M reactions from USPTO patents (1976-2016) Given the reactants [CH3:1][N:2]1[CH:6]=[C:5]([N+:7]([O-:9])=[O:8])[C:4]([C:10]([OH:12])=O)=[N:3]1.[Cl-].[NH4+:14], predict the reaction product. The product is: [CH3:1][N:2]1[CH:6]=[C:5]([N+:7]([O-:9])=[O:8])[C:4]([C:10]([NH2:14])=[O:12])=[N:3]1.